The task is: Predict the reactants needed to synthesize the given product.. This data is from Full USPTO retrosynthesis dataset with 1.9M reactions from patents (1976-2016). (1) Given the product [CH3:32][C:3]1[C:2]([C:33]2[CH:38]=[CH:37][CH:36]=[CH:35][CH:34]=2)=[CH:6][S:5][C:4]=1[CH2:7][O:8][C:9]1[CH:14]=[CH:13][C:12]2[C:15]3([CH2:30][O:31][C:11]=2[CH:10]=1)[CH2:20][CH2:19][N:18]([CH2:21][CH2:22][C:23]([O:25][C:26]([CH3:29])([CH3:28])[CH3:27])=[O:24])[CH2:17][CH2:16]3, predict the reactants needed to synthesize it. The reactants are: Br[C:2]1[C:3]([CH3:32])=[C:4]([CH2:7][O:8][C:9]2[CH:14]=[CH:13][C:12]3[C:15]4([CH2:30][O:31][C:11]=3[CH:10]=2)[CH2:20][CH2:19][N:18]([CH2:21][CH2:22][C:23]([O:25][C:26]([CH3:29])([CH3:28])[CH3:27])=[O:24])[CH2:17][CH2:16]4)[S:5][CH:6]=1.[C:33]1(B(O)O)[CH:38]=[CH:37][CH:36]=[CH:35][CH:34]=1.O.[O-]P([O-])([O-])=O.[K+].[K+].[K+]. (2) Given the product [Cl:11][C:12]1[CH:35]=[CH:34][C:15]([O:16][C:17]2[CH:25]=[CH:24][C:20]([C:21]([NH:23][S:37]([CH3:36])(=[O:39])=[O:38])=[O:22])=[CH:19][C:18]=2[C:26]2[C:31]([O:32][CH3:33])=[CH:30][CH:29]=[CH:28][N:27]=2)=[CH:14][CH:13]=1, predict the reactants needed to synthesize it. The reactants are: C[Si](C)(C)N[Si](C)(C)C.[Li].[Cl:11][C:12]1[CH:35]=[CH:34][C:15]([O:16][C:17]2[CH:25]=[CH:24][C:20]([C:21]([NH2:23])=[O:22])=[CH:19][C:18]=2[C:26]2[C:31]([O:32][CH3:33])=[CH:30][CH:29]=[CH:28][N:27]=2)=[CH:14][CH:13]=1.[CH3:36][S:37](Cl)(=[O:39])=[O:38]. (3) Given the product [CH3:38][S:39]([OH:42])(=[O:41])=[O:40].[C:1](/[C:3](/[C:28]1[CH:33]=[CH:32][C:31]([O:34][CH3:35])=[C:30]([O:36][CH3:37])[CH:29]=1)=[CH:4]\[C:5]1[S:9][C:8]([N:10]2[CH2:11][CH2:12][CH:13]([O:16][C:17](=[O:27])[CH2:18][N:19]3[CH2:26][CH2:25][CH2:24][CH2:23][CH2:22][CH2:21][CH2:20]3)[CH2:14][CH2:15]2)=[CH:7][CH:6]=1)#[N:2], predict the reactants needed to synthesize it. The reactants are: [C:1](/[C:3](/[C:28]1[CH:33]=[CH:32][C:31]([O:34][CH3:35])=[C:30]([O:36][CH3:37])[CH:29]=1)=[CH:4]\[C:5]1[S:9][C:8]([N:10]2[CH2:15][CH2:14][CH:13]([O:16][C:17](=[O:27])[CH2:18][N:19]3[CH2:26][CH2:25][CH2:24][CH2:23][CH2:22][CH2:21][CH2:20]3)[CH2:12][CH2:11]2)=[CH:7][CH:6]=1)#[N:2].[CH3:38][S:39]([OH:42])(=[O:41])=[O:40]. (4) The reactants are: Cl.[CH3:2][O:3][NH:4][CH3:5].C(N(CC)CC)C.[Cl:13][C:14]1[CH:22]=[CH:21][C:17]([C:18](Cl)=[O:19])=[CH:16][CH:15]=1. Given the product [Cl:13][C:14]1[CH:22]=[CH:21][C:17]([C:18]([N:4]([O:3][CH3:2])[CH3:5])=[O:19])=[CH:16][CH:15]=1, predict the reactants needed to synthesize it.